From a dataset of Catalyst prediction with 721,799 reactions and 888 catalyst types from USPTO. Predict which catalyst facilitates the given reaction. (1) Reactant: [Cl:1][C:2]1[N:10]=[CH:9][C:8]([F:11])=[CH:7][C:3]=1[C:4]([OH:6])=O.C(Cl)(=O)C(Cl)=O.C(N(CC)CC)C.[C:25]([O:29][C:30]([N:32]1[CH2:37][CH2:36][CH:35]([NH2:38])[CH2:34][CH2:33]1)=[O:31])([CH3:28])([CH3:27])[CH3:26]. Product: [C:25]([O:29][C:30]([N:32]1[CH2:37][CH2:36][CH:35]([NH:38][C:4]([C:3]2[C:2]([Cl:1])=[N:10][CH:9]=[C:8]([F:11])[CH:7]=2)=[O:6])[CH2:34][CH2:33]1)=[O:31])([CH3:28])([CH3:26])[CH3:27]. The catalyst class is: 120. (2) Reactant: C(Cl)(=O)C(Cl)=O.CS(C)=O.[O:11]1[CH2:15][CH2:14][O:13][CH:12]1[CH2:16][CH2:17][CH:18]([C:20]1[CH:25]=[CH:24][CH:23]=[CH:22][C:21]=1[C:26]([F:29])([F:28])[F:27])[OH:19].CCN(CC)CC. Product: [O:11]1[CH2:15][CH2:14][O:13][CH:12]1[CH2:16][CH2:17][C:18]([C:20]1[CH:25]=[CH:24][CH:23]=[CH:22][C:21]=1[C:26]([F:27])([F:28])[F:29])=[O:19]. The catalyst class is: 2.